From a dataset of NCI-60 drug combinations with 297,098 pairs across 59 cell lines. Regression. Given two drug SMILES strings and cell line genomic features, predict the synergy score measuring deviation from expected non-interaction effect. (1) Drug 1: CC(C1=C(C=CC(=C1Cl)F)Cl)OC2=C(N=CC(=C2)C3=CN(N=C3)C4CCNCC4)N. Drug 2: CC1C(C(CC(O1)OC2CC(CC3=C2C(=C4C(=C3O)C(=O)C5=C(C4=O)C(=CC=C5)OC)O)(C(=O)CO)O)N)O.Cl. Cell line: CCRF-CEM. Synergy scores: CSS=39.1, Synergy_ZIP=-8.07, Synergy_Bliss=-14.8, Synergy_Loewe=-13.0, Synergy_HSA=-12.3. (2) Drug 1: CN1CCC(CC1)COC2=C(C=C3C(=C2)N=CN=C3NC4=C(C=C(C=C4)Br)F)OC. Drug 2: C(CCl)NC(=O)N(CCCl)N=O. Cell line: COLO 205. Synergy scores: CSS=4.19, Synergy_ZIP=1.07, Synergy_Bliss=8.08, Synergy_Loewe=-0.162, Synergy_HSA=0.306. (3) Drug 1: CC12CCC(CC1=CCC3C2CCC4(C3CC=C4C5=CN=CC=C5)C)O. Drug 2: C1C(C(OC1N2C=NC(=NC2=O)N)CO)O. Cell line: HCT-15. Synergy scores: CSS=25.3, Synergy_ZIP=1.27, Synergy_Bliss=8.35, Synergy_Loewe=7.60, Synergy_HSA=8.30. (4) Drug 1: CC1C(C(CC(O1)OC2CC(OC(C2O)C)OC3=CC4=CC5=C(C(=O)C(C(C5)C(C(=O)C(C(C)O)O)OC)OC6CC(C(C(O6)C)O)OC7CC(C(C(O7)C)O)OC8CC(C(C(O8)C)O)(C)O)C(=C4C(=C3C)O)O)O)O. Drug 2: C1CN(CCN1C(=O)CCBr)C(=O)CCBr. Cell line: SN12C. Synergy scores: CSS=36.0, Synergy_ZIP=-5.57, Synergy_Bliss=-3.57, Synergy_Loewe=-17.4, Synergy_HSA=-1.42. (5) Drug 1: C1CN1C2=NC(=NC(=N2)N3CC3)N4CC4. Drug 2: CC1OCC2C(O1)C(C(C(O2)OC3C4COC(=O)C4C(C5=CC6=C(C=C35)OCO6)C7=CC(=C(C(=C7)OC)O)OC)O)O. Cell line: HOP-92. Synergy scores: CSS=52.4, Synergy_ZIP=-10.1, Synergy_Bliss=-2.95, Synergy_Loewe=2.49, Synergy_HSA=3.89.